This data is from Forward reaction prediction with 1.9M reactions from USPTO patents (1976-2016). The task is: Predict the product of the given reaction. (1) Given the reactants [CH2:1]([O:3][C:4]1[CH:9]=[C:8]([CH3:10])[CH:7]=[CH:6][C:5]=1[NH:11][CH:12]1[CH2:17][CH2:16][N:15]([CH2:18][CH2:19][CH2:20][CH2:21][NH:22][C:23]([C:25]2[CH:30]=[CH:29][C:28]([C:31]3[CH:36]=[CH:35][C:34]([C:37]([F:40])([F:39])[F:38])=[CH:33][CH:32]=3)=[CH:27][CH:26]=2)=[O:24])[CH2:14][CH2:13]1)[CH3:2].[C:41]1([S:47](Cl)(=[O:49])=[O:48])[CH:46]=[CH:45][CH:44]=[CH:43][CH:42]=1.O, predict the reaction product. The product is: [C:41]1([S:47]([N:11]([C:5]2[CH:6]=[CH:7][C:8]([CH3:10])=[CH:9][C:4]=2[O:3][CH2:1][CH3:2])[CH:12]2[CH2:13][CH2:14][N:15]([CH2:18][CH2:19][CH2:20][CH2:21][NH:22][C:23]([C:25]3[CH:30]=[CH:29][C:28]([C:31]4[CH:32]=[CH:33][C:34]([C:37]([F:38])([F:40])[F:39])=[CH:35][CH:36]=4)=[CH:27][CH:26]=3)=[O:24])[CH2:16][CH2:17]2)(=[O:49])=[O:48])[CH:46]=[CH:45][CH:44]=[CH:43][CH:42]=1. (2) Given the reactants C[O:2][C:3](=[O:39])[C:4]1[CH:9]=[CH:8][CH:7]=[CH:6][C:5]=1[O:10][C:11]1[CH:16]=[CH:15][CH:14]=[C:13]([O:17][CH2:18][CH2:19][CH2:20][O:21][C:22]2[CH:27]=[C:26]([OH:28])[C:25]([C:29]3[N:30]=[CH:31][S:32][CH:33]=3)=[CH:24][C:23]=2[CH2:34][CH3:35])[C:12]=1[CH2:36][CH2:37][CH3:38].[OH-].[Li+], predict the reaction product. The product is: [CH2:34]([C:23]1[CH:24]=[C:25]([C:29]2[N:30]=[CH:31][S:32][CH:33]=2)[C:26]([OH:28])=[CH:27][C:22]=1[O:21][CH2:20][CH2:19][CH2:18][O:17][C:13]1[C:12]([CH2:36][CH2:37][CH3:38])=[C:11]([CH:16]=[CH:15][CH:14]=1)[O:10][C:5]1[CH:6]=[CH:7][CH:8]=[CH:9][C:4]=1[C:3]([OH:39])=[O:2])[CH3:35].